This data is from Catalyst prediction with 721,799 reactions and 888 catalyst types from USPTO. The task is: Predict which catalyst facilitates the given reaction. (1) Reactant: [Cl:1][C:2]1[CH:3]=[C:4]([CH:10]=[CH:11][C:12]=1[C:13]1[N:17]=[C:16]([C:18]2[N:19]=[C:20]3[C:25]([Cl:26])=[CH:24][C:23]([C:27]([F:30])([F:29])[F:28])=[CH:22][N:21]3[CH:31]=2)[O:15][N:14]=1)[C:5]([O:7]CC)=[O:6].C1COCC1.[OH-].[Li+]. Product: [Cl:1][C:2]1[CH:3]=[C:4]([CH:10]=[CH:11][C:12]=1[C:13]1[N:17]=[C:16]([C:18]2[N:19]=[C:20]3[C:25]([Cl:26])=[CH:24][C:23]([C:27]([F:30])([F:29])[F:28])=[CH:22][N:21]3[CH:31]=2)[O:15][N:14]=1)[C:5]([OH:7])=[O:6]. The catalyst class is: 6. (2) Reactant: [NH2:1][OH:2].[Br:3][C:4]1[CH:5]=[C:6]([CH3:13])[C:7]([OH:12])=[C:8]([CH:11]=1)[CH:9]=O. Product: [Br:3][C:4]1[CH:5]=[C:6]([CH3:13])[C:7]([OH:12])=[C:8]([CH:11]=1)/[CH:9]=[N:1]\[OH:2]. The catalyst class is: 8. (3) Reactant: [F:1][C:2]([F:14])([F:13])[O:3][C:4]1[CH:9]=[CH:8][CH:7]=[CH:6][C:5]=1[C:10](=[O:12])[CH3:11].[H-].[H-].[H-].[H-].[Li+].[Al+3]. Product: [F:1][C:2]([F:13])([F:14])[O:3][C:4]1[CH:9]=[CH:8][CH:7]=[CH:6][C:5]=1[CH:10]([OH:12])[CH3:11]. The catalyst class is: 20. (4) Reactant: Cl.[N+:2]([C:5]1[CH:6]=[CH:7][C:8]([NH:11][C@@H:12]2[CH2:16][CH2:15][NH:14][CH2:13]2)=[N:9][CH:10]=1)([O-:4])=[O:3].C(N(CC)CC)C.[F:24][C:25]1[CH:30]=[CH:29][CH:28]=[CH:27][C:26]=1[N:31]=[C:32]=[O:33]. Product: [N+:2]([C:5]1[CH:6]=[CH:7][C:8]([NH:11][C@@H:12]2[CH2:16][CH2:15][N:14]([C:32]([NH:31][C:26]3[CH:27]=[CH:28][CH:29]=[CH:30][C:25]=3[F:24])=[O:33])[CH2:13]2)=[N:9][CH:10]=1)([O-:4])=[O:3]. The catalyst class is: 1. (5) Reactant: [NH2:1][C:2]1[C:3]([C:9]([NH2:11])=O)=[N:4][C:5]([Br:8])=[CH:6][N:7]=1.O=P(Cl)(Cl)Cl.C([O-])(O)=O.[Na+]. Product: [NH2:1][C:2]1[C:3]([C:9]#[N:11])=[N:4][C:5]([Br:8])=[CH:6][N:7]=1. The catalyst class is: 436. (6) Reactant: Cl[C:2]1[N:7]=[C:6]([C:8]2[C:16]3[C:11](=[CH:12][CH:13]=[CH:14][CH:15]=3)[N:10]([S:17]([C:20]3[CH:25]=[CH:24][CH:23]=[CH:22][CH:21]=3)(=[O:19])=[O:18])[CH:9]=2)[C:5]([Cl:26])=[CH:4][N:3]=1.[C:27]12([NH2:35])[CH2:33][C:31]([NH2:34])([CH2:32]1)[CH2:30][CH2:29][CH2:28]2.CCN(C(C)C)C(C)C. Product: [Cl:26][C:5]1[C:6]([C:8]2[C:16]3[C:11](=[CH:12][CH:13]=[CH:14][CH:15]=3)[N:10]([S:17]([C:20]3[CH:21]=[CH:22][CH:23]=[CH:24][CH:25]=3)(=[O:19])=[O:18])[CH:9]=2)=[N:7][C:2]([NH:34][C:31]23[CH2:33][C:27]([NH2:35])([CH2:32]2)[CH2:28][CH2:29][CH2:30]3)=[N:3][CH:4]=1. The catalyst class is: 296. (7) The catalyst class is: 594. Product: [Br:1][C:2]1[CH:3]=[C:4]2[C:8](=[CH:9][CH:10]=1)[N:7]([C:18]([O:20][C:21]([CH3:24])([CH3:23])[CH3:22])=[O:19])[N:6]=[CH:5]2. Reactant: [Br:1][C:2]1[CH:3]=[C:4]2[C:8](=[CH:9][CH:10]=1)[NH:7][N:6]=[CH:5]2.C(N(CC)CC)C.[C:18](O[C:18]([O:20][C:21]([CH3:24])([CH3:23])[CH3:22])=[O:19])([O:20][C:21]([CH3:24])([CH3:23])[CH3:22])=[O:19]. (8) Reactant: Cl.[NH2:2][C:3]1[N:8]=[C:7]([S:9][CH2:10][C:11]2[CH:16]=[CH:15][CH:14]=[C:13]([CH2:17][N:18]3[CH2:23][CH2:22][NH:21][CH2:20][CH2:19]3)[N:12]=2)[N:6]=[C:5]([C:24]2[CH:29]=[CH:28][C:27]([NH:30][C:31](=[O:33])[CH3:32])=[CH:26][CH:25]=2)[C:4]=1[C:34]#[N:35].[C:36](O)(=[O:43])[C:37]1[CH:42]=[CH:41][CH:40]=[CH:39][CH:38]=1.C1C=CC2N(O)N=NC=2C=1.CCN=C=NCCCN(C)C. The catalyst class is: 338. Product: [NH2:2][C:3]1[N:8]=[C:7]([S:9][CH2:10][C:11]2[CH:16]=[CH:15][CH:14]=[C:13]([CH2:17][N:18]3[CH2:19][CH2:20][N:21]([C:36](=[O:43])[C:37]4[CH:42]=[CH:41][CH:40]=[CH:39][CH:38]=4)[CH2:22][CH2:23]3)[N:12]=2)[N:6]=[C:5]([C:24]2[CH:29]=[CH:28][C:27]([NH:30][C:31](=[O:33])[CH3:32])=[CH:26][CH:25]=2)[C:4]=1[C:34]#[N:35].